Dataset: Full USPTO retrosynthesis dataset with 1.9M reactions from patents (1976-2016). Task: Predict the reactants needed to synthesize the given product. (1) The reactants are: [C:1]([OH:8])(=[O:7])/[CH:2]=[CH:3]\[C:4]([OH:6])=[O:5]. Given the product [OH2:5].[C:1]([OH:8])(=[O:7])/[CH:2]=[CH:3]\[C:4]([OH:6])=[O:5], predict the reactants needed to synthesize it. (2) Given the product [Br:38][C:28]1[CH:29]=[N:30][C:9]2[C:8]3[CH:7]=[CH:6][C:5]([S:2]([CH3:1])(=[O:4])=[O:3])=[CH:13][C:12]=3[N:11]([C@@H:14]([CH:21]3[CH2:26][CH2:25][O:24][CH2:23][CH2:22]3)[C:15]3[CH:20]=[CH:19][CH:18]=[CH:17][CH:16]=3)[C:10]=2[CH:27]=1, predict the reactants needed to synthesize it. The reactants are: [CH3:1][S:2]([C:5]1[CH:6]=[CH:7][C:8]2[C:9]3[N:30]=[CH:29][C:28](C4N(C)N=NC=4C)=[CH:27][C:10]=3[N:11]([C@@H:14]([CH:21]3[CH2:26][CH2:25][O:24][CH2:23][CH2:22]3)[C:15]3[CH:20]=[CH:19][CH:18]=[CH:17][CH:16]=3)[C:12]=2[CH:13]=1)(=[O:4])=[O:3].[Br:38]C1C=NC2C3C=CC(S(C)(=O)=O)=CC=3NC=2C=1. (3) Given the product [Cl:1][C:2]1[C:9]([CH3:10])=[C:8]([N:11]2[C@H:15]([C:16]([F:18])([F:19])[F:17])[C@@H:14]3[C@@H:20]([NH2:23])[CH2:21][CH2:22][N:13]3[C:12]2=[O:26])[CH:7]=[CH:6][C:3]=1[C:4]#[N:5], predict the reactants needed to synthesize it. The reactants are: [Cl:1][C:2]1[C:9]([CH3:10])=[C:8]([N:11]2[C@H:15]([C:16]([F:19])([F:18])[F:17])[C@@H:14]3[C@@H:20]([N:23]=[N+]=[N-])[CH2:21][CH2:22][N:13]3[C:12]2=[O:26])[CH:7]=[CH:6][C:3]=1[C:4]#[N:5].[H][H]. (4) Given the product [OH:42][CH2:41][C:40]([CH3:46])([CH3:39])[C:1]([N:8]1[CH2:9][CH2:10][CH:11]([CH2:14][CH2:15][O:16][C:27]2[CH:26]=[C:20]([CH:19]=[CH:18][CH:28]=2)[C:21]([OH:23])=[O:22])[CH2:12][CH2:13]1)=[O:3], predict the reactants needed to synthesize it. The reactants are: [C:1]([N:8]1[CH2:13][CH2:12][CH:11]([CH2:14][CH2:15][OH:16])[CH2:10][CH2:9]1)([O:3]C(C)(C)C)=O.O[C:18]1[CH:19]=[C:20]([CH:26]=[CH:27][CH:28]=1)[C:21]([O:23]CC)=[O:22].N1CCC(CCOC2[CH:39]=[C:40]([CH:46]=CC=2)[C:41](OCC)=[O:42])CC1. (5) Given the product [Cl:1][C:2]1[CH:3]=[C:4]([NH:8][C:9]([NH2:11])=[S:10])[CH:5]=[CH:6][CH:7]=1, predict the reactants needed to synthesize it. The reactants are: [Cl:1][C:2]1[CH:7]=[CH:6][CH:5]=[C:4]([N:8]=[C:9]=[S:10])[CH:3]=1.[NH3:11].